This data is from Forward reaction prediction with 1.9M reactions from USPTO patents (1976-2016). The task is: Predict the product of the given reaction. (1) Given the reactants [NH2:1][C:2]1[CH:3]=[CH:4][C:5]([C:8]2[CH:13]=[CH:12][C:11]([C:14]3[N:15]([C:32]4[CH:37]=[CH:36][C:35]([Cl:38])=[CH:34][CH:33]=4)[C:16](=[O:31])[C:17]4[N:18]=[CH:19][N:20]([C:23]5[CH:24]=[C:25]([CH:28]=[CH:29][CH:30]=5)[C:26]#[N:27])[C:21]=4[N:22]=3)=[CH:10][CH:9]=2)=[N:6][CH:7]=1.Cl.C(=O)([O-])[O-].[NH4+:44].[NH4+], predict the reaction product. The product is: [NH2:1][C:2]1[CH:3]=[CH:4][C:5]([C:8]2[CH:9]=[CH:10][C:11]([C:14]3[N:15]([C:32]4[CH:33]=[CH:34][C:35]([Cl:38])=[CH:36][CH:37]=4)[C:16](=[O:31])[C:17]4[N:18]=[CH:19][N:20]([C:23]5[CH:24]=[C:25]([CH:28]=[CH:29][CH:30]=5)[C:26]([NH2:44])=[NH:27])[C:21]=4[N:22]=3)=[CH:12][CH:13]=2)=[N:6][CH:7]=1. (2) Given the reactants [NH2:1][CH2:2][CH2:3][O:4][C:5]1[CH:6]=[C:7]2[C:12](=[CH:13][CH:14]=1)[CH:11]=[C:10]([CH2:15][CH2:16][NH:17][S:18]([CH3:21])(=[O:20])=[O:19])[CH:9]=[CH:8]2.C(N(CC)CC)C.[CH3:29][N:30]([C:34]1[CH:39]=[CH:38][CH:37]=[CH:36][CH:35]=1)[C:31](Cl)=[O:32], predict the reaction product. The product is: [CH3:29][N:30]([C:31]([NH:1][CH2:2][CH2:3][O:4][C:5]1[CH:14]=[CH:13][C:12]2[C:7](=[CH:8][CH:9]=[C:10]([CH2:15][CH2:16][NH:17][S:18]([CH3:21])(=[O:20])=[O:19])[CH:11]=2)[CH:6]=1)=[O:32])[C:34]1[CH:39]=[CH:38][CH:37]=[CH:36][CH:35]=1. (3) Given the reactants [CH3:1][C:2]1[CH:7]=[C:6]([CH3:8])[N:5]=[C:4]([CH2:9][OH:10])[CH:3]=1.CO, predict the reaction product. The product is: [CH3:1][C:2]1[CH:7]=[C:6]([CH3:8])[N:5]=[C:4]([CH:9]=[O:10])[CH:3]=1. (4) Given the reactants COC(N[C@H](C([N:13]1[C@@H:17]([CH3:18])[CH2:16][CH2:15][C@H:14]1[C:19]1[NH:23][C:22]2[C:24]3[C:29]([CH:30]=[CH:31][C:21]=2[N:20]=1)=[CH:28][C:27]1[C:32]2[C:37]([CH2:38][O:39][C:26]=1[CH:25]=3)=[CH:36][C:35]([C:40]1[NH:44][C:43]([C@@H:45]3[CH2:49][CH2:48][C@H:47]([CH3:50])[N:46]3[C:51](=[O:61])[C@@H:52]([NH:56][C:57](=[O:60])[O:58][CH3:59])[CH:53]([CH3:55])[CH3:54])=[N:42][CH:41]=1)=[CH:34][CH:33]=2)=O)[C@@H](C)OC)=O.[CH3:62][O:63][C:64]([NH:66][C@H:67]([C:71]1[CH:76]=[CH:75][CH:74]=[CH:73][CH:72]=1)[C:68]([OH:70])=O)=[O:65].CCOC(C(C#N)=NOC(N1CCOCC1)=[N+](C)C)=O.F[P-](F)(F)(F)(F)F, predict the reaction product. The product is: [CH3:59][O:58][C:57]([NH:56][C@@H:52]([CH:53]([CH3:55])[CH3:54])[C:51]([N:46]1[C@@H:47]([CH3:50])[CH2:48][CH2:49][C@H:45]1[C:43]1[NH:44][C:40]([C:35]2[CH:36]=[C:37]3[CH2:38][O:39][C:26]4[CH:25]=[C:24]5[C:29]([CH:30]=[CH:31][C:21]6[N:20]=[C:19]([C@@H:14]7[CH2:15][CH2:16][C@H:17]([CH3:18])[N:13]7[C:68](=[O:70])[C@H:67]([NH:66][C:64](=[O:65])[O:63][CH3:62])[C:71]7[CH:76]=[CH:75][CH:74]=[CH:73][CH:72]=7)[NH:23][C:22]=65)=[CH:28][C:27]=4[C:32]3=[CH:33][CH:34]=2)=[CH:41][N:42]=1)=[O:61])=[O:60]. (5) Given the reactants C([O:3][P:4]([CH2:9][CH2:10][NH:11][CH2:12][C:13]([CH2:36][CH3:37])=[CH:14][CH2:15][C:16]1[C:17]([O:29]CC[Si](C)(C)C)=[C:18]2[C:22](=[C:23]([CH3:27])[C:24]=1[CH2:25][CH3:26])[CH2:21][O:20][C:19]2=[O:28])(=[O:8])[O:5]CC)C.C[Si](Br)(C)C, predict the reaction product. The product is: [CH2:36]([C:13](=[CH:14][CH2:15][C:16]1[C:17]([OH:29])=[C:18]2[C:22](=[C:23]([CH3:27])[C:24]=1[CH2:25][CH3:26])[CH2:21][O:20][C:19]2=[O:28])[CH2:12][NH:11][CH2:10][CH2:9][P:4](=[O:3])([OH:8])[OH:5])[CH3:37]. (6) Given the reactants [F:1][C:2]1[CH:7]=[CH:6][C:5]([CH2:8][C:9]([OH:11])=O)=[CH:4][CH:3]=1.[Al+3].[Cl-].[Cl-].[Cl-].[F:16][C:17]1[CH:22]=[CH:21][CH:20]=[CH:19][CH:18]=1, predict the reaction product. The product is: [F:16][C:17]1[CH:22]=[CH:21][C:20]([C:9](=[O:11])[CH2:8][C:5]2[CH:4]=[CH:3][C:2]([F:1])=[CH:7][CH:6]=2)=[CH:19][CH:18]=1.